This data is from Catalyst prediction with 721,799 reactions and 888 catalyst types from USPTO. The task is: Predict which catalyst facilitates the given reaction. Reactant: [Cl:1][C:2]1[CH:7]=[C:6]([OH:8])[CH:5]=[CH:4][C:3]=1[CH:9]([CH3:28])[C:10]([C:16]1[CH:27]=[CH:26][C:19]2[N:20]([CH3:25])[C:21](=[O:24])[N:22]([CH3:23])[C:18]=2[CH:17]=1)([OH:15])[C:11]([F:14])([F:13])[F:12].[F:29][C:30]1[CH:31]=[C:32]([CH:35]=[CH:36][C:37]=1F)[C:33]#[N:34].C([O-])([O-])=O.[Cs+].[Cs+].C(O)=O. Product: [Cl:1][C:2]1[CH:7]=[C:6]([CH:5]=[CH:4][C:3]=1[CH:9]([CH3:28])[C:10]([C:16]1[CH:27]=[CH:26][C:19]2[N:20]([CH3:25])[C:21](=[O:24])[N:22]([CH3:23])[C:18]=2[CH:17]=1)([OH:15])[C:11]([F:12])([F:13])[F:14])[O:8][C:37]1[CH:36]=[CH:35][C:32]([C:33]#[N:34])=[CH:31][C:30]=1[F:29]. The catalyst class is: 3.